Dataset: Catalyst prediction with 721,799 reactions and 888 catalyst types from USPTO. Task: Predict which catalyst facilitates the given reaction. Reactant: [Cl:1][C:2]1(C#C)[CH:7]=[CH:6][CH:5]=[C:4]([Cl:8])[CH2:3]1.[C:11](OCC)(=O)[C:12]#[C:13][CH3:14].C[O:20]C1C=CC=C(OC)C=1P(C1C(OC)=CC=CC=1OC)C1C(OC)=CC=CC=1OC.[CH2:50]1[CH2:54][O:53][CH2:52][CH2:51]1. Product: [CH2:54]([O:53][C:52](=[O:20])/[CH:51]=[C:13](\[CH3:14])/[C:12]#[C:11][C:6]1[CH:7]=[C:2]([Cl:1])[CH:3]=[C:4]([Cl:8])[CH:5]=1)[CH3:50]. The catalyst class is: 167.